From a dataset of Full USPTO retrosynthesis dataset with 1.9M reactions from patents (1976-2016). Predict the reactants needed to synthesize the given product. (1) Given the product [Br:1][C:2]1[C:3]([F:18])=[CH:4][CH:5]=[C:6]2[C:11]=1[N:10]=[C:9]([NH:12][C:13]([CH2:14][CH3:20])([CH3:15])[CH3:16])[C:8]([CH3:17])=[N:7]2, predict the reactants needed to synthesize it. The reactants are: [Br:1][C:2]1[C:3]([F:18])=[CH:4][CH:5]=[C:6]2[C:11]=1[N:10]=[C:9]([NH:12][C:13]([CH3:16])([CH3:15])[CH3:14])[C:8]([CH3:17])=[N:7]2.Br[C:20]1C(F)=CC=C2C=1NC(=O)C(C)=N2.C(N)(CC)(C)C. (2) Given the product [NH2:39][S:36]([NH:1][CH2:2][CH2:3][CH2:4][NH:5][C:6]([CH:8]1[CH:12]([C:13]2[CH:18]=[CH:17][CH:16]=[C:15]([Cl:19])[C:14]=2[F:20])[C:11]([C:23]2[CH:28]=[CH:27][C:26]([Cl:29])=[CH:25][C:24]=2[F:30])([C:21]#[N:22])[CH:10]([CH2:31][C:32]([CH3:35])([CH3:34])[CH3:33])[NH:9]1)=[O:7])(=[O:38])=[O:37], predict the reactants needed to synthesize it. The reactants are: [NH2:1][CH2:2][CH2:3][CH2:4][NH:5][C:6]([CH:8]1[CH:12]([C:13]2[CH:18]=[CH:17][CH:16]=[C:15]([Cl:19])[C:14]=2[F:20])[C:11]([C:23]2[CH:28]=[CH:27][C:26]([Cl:29])=[CH:25][C:24]=2[F:30])([C:21]#[N:22])[CH:10]([CH2:31][C:32]([CH3:35])([CH3:34])[CH3:33])[NH:9]1)=[O:7].[S:36](N)([NH2:39])(=[O:38])=[O:37].C(=O)([O-])[O-].[K+].[K+]. (3) Given the product [CH:2]1([CH2:1][O:8][C:9]2[CH:14]=[CH:13][C:12]([C:15]3[O:16][C:17]4[CH:22]=[C:21]([O:23][CH2:24][C@@H:25]([NH:27][C:28](=[O:30])[CH3:29])[CH3:26])[N:20]=[CH:19][C:18]=4[N:31]=3)=[C:11]([O:32][CH2:33][C:34]([F:36])([F:37])[F:35])[CH:10]=2)[CH2:6][CH2:7]1, predict the reactants needed to synthesize it. The reactants are: [CH2:1]([O:8][C:9]1[CH:14]=[CH:13][C:12]([C:15]2[O:16][C:17]3[CH:22]=[C:21]([O:23][CH2:24][C@@H:25]([NH:27][C:28](=[O:30])[CH3:29])[CH3:26])[N:20]=[CH:19][C:18]=3[N:31]=2)=[C:11]([O:32][CH2:33][C:34]([F:37])([F:36])[F:35])[CH:10]=1)[C:2]1[CH:7]=[CH:6]C=CC=1.BrCC1CC1.